From a dataset of Forward reaction prediction with 1.9M reactions from USPTO patents (1976-2016). Predict the product of the given reaction. (1) Given the reactants [Br:1][C:2]1[CH:21]=[CH:20][C:19]([F:22])=[CH:18][C:3]=1[O:4][CH:5]1[CH2:8][N:7]([C:9]2[N:14]=[CH:13][C:12]([C:15](O)=[O:16])=[CH:11][N:10]=2)[CH2:6]1.C[N:24](C(ON1N=NC2C=CC=NC1=2)=[N+](C)C)C.F[P-](F)(F)(F)(F)F.[OH-].[NH4+].C([O-])(O)=O.[Na+], predict the reaction product. The product is: [Br:1][C:2]1[CH:21]=[CH:20][C:19]([F:22])=[CH:18][C:3]=1[O:4][CH:5]1[CH2:8][N:7]([C:9]2[N:14]=[CH:13][C:12]([C:15]([NH2:24])=[O:16])=[CH:11][N:10]=2)[CH2:6]1. (2) The product is: [CH2:16]([C:18]1[CH:23]=[CH:22][C:21]([C:2]2[N:6]([CH3:7])[CH:5]=[N:4][C:3]=2[C:8]2[CH:13]=[C:12]([C:14]#[N:15])[CH:11]=[CH:10][N:9]=2)=[CH:20][CH:19]=1)[CH3:17]. Given the reactants Br[C:2]1[N:6]([CH3:7])[CH:5]=[N:4][C:3]=1[C:8]1[CH:13]=[C:12]([C:14]#[N:15])[CH:11]=[CH:10][N:9]=1.[CH2:16]([C:18]1[CH:23]=[CH:22][C:21](B(O)O)=[CH:20][CH:19]=1)[CH3:17], predict the reaction product. (3) Given the reactants [Cl:1][C:2]1[N:3]=[N:4][C:5]([Cl:9])=[CH:6][C:7]=1[NH2:8].C[Si]([N-][Si](C)(C)C)(C)C.[Na+].C1COCC1.[F:25][C:26]1[CH:31]=[CH:30][C:29]([S:32](Cl)(=[O:34])=[O:33])=[CH:28][CH:27]=1, predict the reaction product. The product is: [Cl:1][C:2]1[N:3]=[N:4][C:5]([Cl:9])=[CH:6][C:7]=1[NH:8][S:32]([C:29]1[CH:30]=[CH:31][C:26]([F:25])=[CH:27][CH:28]=1)(=[O:34])=[O:33].